From a dataset of NCI-60 drug combinations with 297,098 pairs across 59 cell lines. Regression. Given two drug SMILES strings and cell line genomic features, predict the synergy score measuring deviation from expected non-interaction effect. (1) Drug 1: C1CC(C1)(C(=O)O)C(=O)O.[NH2-].[NH2-].[Pt+2]. Drug 2: C1CC(=O)NC(=O)C1N2C(=O)C3=CC=CC=C3C2=O. Cell line: SW-620. Synergy scores: CSS=16.1, Synergy_ZIP=-3.79, Synergy_Bliss=1.48, Synergy_Loewe=-2.78, Synergy_HSA=0.897. (2) Drug 1: CCC(=C(C1=CC=CC=C1)C2=CC=C(C=C2)OCCN(C)C)C3=CC=CC=C3.C(C(=O)O)C(CC(=O)O)(C(=O)O)O. Drug 2: CS(=O)(=O)OCCCCOS(=O)(=O)C. Cell line: KM12. Synergy scores: CSS=13.5, Synergy_ZIP=2.41, Synergy_Bliss=11.7, Synergy_Loewe=-4.72, Synergy_HSA=2.00. (3) Drug 2: C(=O)(N)NO. Synergy scores: CSS=15.0, Synergy_ZIP=-3.91, Synergy_Bliss=-1.77, Synergy_Loewe=-32.1, Synergy_HSA=-2.54. Drug 1: C1CN1P(=S)(N2CC2)N3CC3. Cell line: BT-549.